This data is from Catalyst prediction with 721,799 reactions and 888 catalyst types from USPTO. The task is: Predict which catalyst facilitates the given reaction. (1) Reactant: [F:1][C:2]1[CH:3]=[C:4]2[C:8](=[CH:9][CH:10]=1)[NH:7][C:6](=[O:11])[CH2:5]2.[Li+].C[Si]([N-][Si](C)(C)C)(C)C.C1COCC1.[CH3:27][C:28]1([CH3:43])[C:36]2[C:31](=[CH:32][CH:33]=[C:34]([C:37]3[CH:41]=[CH:40][S:39][CH:38]=3)[CH:35]=2)[C:30](=O)[O:29]1.O. Product: [CH3:27][C:28]1([CH3:43])[C:36]2[C:31](=[CH:32][CH:33]=[C:34]([C:37]3[CH:41]=[CH:40][S:39][CH:38]=3)[CH:35]=2)[C:30](=[C:5]2[C:4]3[C:8](=[CH:9][CH:10]=[C:2]([F:1])[CH:3]=3)[NH:7][C:6]2=[O:11])[O:29]1. The catalyst class is: 1. (2) Reactant: P(Cl)(Cl)(Cl)=O.[F:6][C:7]1[C:13]([F:14])=[CH:12][CH:11]=[CH:10][C:8]=1[NH2:9].[Cl:15][CH2:16][CH2:17][CH2:18][CH2:19][O:20][C:21]1[CH:30]=[C:29]2[C:24]([C:25]([NH:31][C:32]3[CH:36]=[C:35]([CH2:37][C:38](O)=[O:39])[NH:34][N:33]=3)=[N:26][CH:27]=[N:28]2)=[CH:23][CH:22]=1.N1C=CC=CC=1. Product: [Cl:15][CH2:16][CH2:17][CH2:18][CH2:19][O:20][C:21]1[CH:30]=[C:29]2[C:24]([C:25]([NH:31][C:32]3[CH:36]=[C:35]([CH2:37][C:38]([NH:9][C:8]4[CH:10]=[CH:11][CH:12]=[C:13]([F:14])[C:7]=4[F:6])=[O:39])[NH:34][N:33]=3)=[N:26][CH:27]=[N:28]2)=[CH:23][CH:22]=1. The catalyst class is: 757. (3) Reactant: [Cl:1][C:2]1[CH:7]=[CH:6][C:5]([C:8]2[N:9]=[C:10]3[CH:15]=[CH:14][C:13]([C:16]4[CH:21]=[CH:20][CH:19]=[CH:18][CH:17]=4)=[CH:12][N:11]3[CH:22]=2)=[CH:4][CH:3]=1.[NH:23]1[CH2:28][CH2:27][O:26][CH2:25][CH2:24]1.[C:29](O)(=O)C.C=O. Product: [Cl:1][C:2]1[CH:3]=[CH:4][C:5]([C:8]2[N:9]=[C:10]3[CH:15]=[CH:14][C:13]([C:16]4[CH:21]=[CH:20][CH:19]=[CH:18][CH:17]=4)=[CH:12][N:11]3[C:22]=2[CH2:29][N:23]2[CH2:28][CH2:27][O:26][CH2:25][CH2:24]2)=[CH:6][CH:7]=1. The catalyst class is: 5. (4) Reactant: [F:1][C:2]1[CH:3]=[C:4]2[C:8](=[CH:9][CH:10]=1)[NH:7][CH:6]=[CH:5]2.[BH3-]C#N.[Na+]. Product: [F:1][C:2]1[CH:3]=[C:4]2[C:8](=[CH:9][CH:10]=1)[NH:7][CH2:6][CH2:5]2. The catalyst class is: 52. (5) Reactant: [OH:1][CH:2]1[CH2:5][N:4]([C:6]2[S:7][CH:8]=[C:9]([C:11](=[O:27])[NH:12][C@H:13]([CH2:18][O:19][Si:20]([C:23]([CH3:26])([CH3:25])[CH3:24])([CH3:22])[CH3:21])[C@@H:14]([CH3:17])[CH2:15][CH3:16])[N:10]=2)[CH2:3]1.[CH3:28][S:29](Cl)(=[O:31])=[O:30].C(N(CC)CC)C. Product: [Si:20]([O:19][CH2:18][C@@H:13]([NH:12][C:11]([C:9]1[N:10]=[C:6]([N:4]2[CH2:3][CH:2]([O:1][S:29]([CH3:28])(=[O:31])=[O:30])[CH2:5]2)[S:7][CH:8]=1)=[O:27])[C@@H:14]([CH3:17])[CH2:15][CH3:16])([C:23]([CH3:25])([CH3:24])[CH3:26])([CH3:22])[CH3:21]. The catalyst class is: 2. (6) Reactant: [CH3:1][O:2][C:3]1[C:10]([O:11][CH3:12])=[CH:9][C:6]([CH:7]=[O:8])=[C:5](Br)[CH:4]=1.C(=O)([O-])[O-].[Na+].[Na+].[CH3:20][O:21][C:22]1[CH:23]=[C:24](B(O)O)[CH:25]=[CH:26][CH:27]=1. Product: [CH3:20][O:21][C:22]1[CH:27]=[C:26]([C:5]2[CH:4]=[C:3]([O:2][CH3:1])[C:10]([O:11][CH3:12])=[CH:9][C:6]=2[CH:7]=[O:8])[CH:25]=[CH:24][CH:23]=1. The catalyst class is: 335. (7) Reactant: [C:1]([O:5][C:6](=[O:14])[NH:7][CH:8]1[CH2:13][CH2:12][NH:11][CH2:10][CH2:9]1)([CH3:4])([CH3:3])[CH3:2].Br[CH2:16][CH:17]1[CH2:30][C:29]2[C:28]3[C:23](=[CH:24][CH:25]=[C:26]([O:31][CH3:32])N=3)[N:22]=[CH:21][C:20]=2[O:19][CH2:18]1.[CH:33](N(CC)C(C)C)(C)C. Product: [C:1]([O:5][C:6](=[O:14])[NH:7][CH:8]1[CH2:13][CH2:12][N:11]([CH2:16][CH:17]2[CH2:30][C:29]3[C:28]4[C:23](=[CH:24][CH:25]=[C:26]([O:31][CH3:32])[CH:33]=4)[N:22]=[CH:21][C:20]=3[O:19][CH2:18]2)[CH2:10][CH2:9]1)([CH3:4])([CH3:2])[CH3:3]. The catalyst class is: 9. (8) Reactant: [C:1]([O:5][C:6]([NH:8][C@@H:9]([CH2:13][CH2:14][NH:15][C:16]([O:18][C:19]([CH3:22])([CH3:21])[CH3:20])=[O:17])[C:10](O)=[O:11])=[O:7])([CH3:4])([CH3:3])[CH3:2].C1(NC2CCCCC2)CCCCC1.CN1CCOCC1.ClC(OCC)=O.[H-].[Al+3].[Li+].[H-].[H-].[H-]. Product: [C:19]([O:18][C:16](=[O:17])[NH:15][CH2:14][CH2:13][C@H:9]([NH:8][C:6]([O:5][C:1]([CH3:4])([CH3:3])[CH3:2])=[O:7])[CH2:10][OH:11])([CH3:22])([CH3:21])[CH3:20]. The catalyst class is: 7.